From a dataset of Catalyst prediction with 721,799 reactions and 888 catalyst types from USPTO. Predict which catalyst facilitates the given reaction. (1) Reactant: [OH:1][C@@H:2]([C:4]1[N:15]([C@H:16]2[CH2:21][CH2:20][C@H:19]([CH2:22][C:23]#[N:24])[CH2:18][CH2:17]2)[C:7]2=[C:8]3[S:14][CH:13]=[CH:12][C:9]3=[N:10][CH:11]=[C:6]2[N:5]=1)[CH3:3].[ClH:25].O. Product: [ClH:25].[OH:1][C@@H:2]([C:4]1[N:15]([C@H:16]2[CH2:21][CH2:20][C@H:19]([CH2:22][C:23]#[N:24])[CH2:18][CH2:17]2)[C:7]2=[C:8]3[S:14][CH:13]=[CH:12][C:9]3=[N:10][CH:11]=[C:6]2[N:5]=1)[CH3:3].[ClH:25]. The catalyst class is: 10. (2) Reactant: [C:1]([O:5][C:6]([N:8]1[CH2:13][CH2:12][CH:11]([O:14][C:15]2[CH:20]=[C:19](Cl)[N:18]=[CH:17][N:16]=2)[CH2:10][CH2:9]1)=[O:7])([CH3:4])([CH3:3])[CH3:2].[CH3:22][C:23]1[C:28]([OH:29])=[CH:27][CH:26]=[CH:25][N:24]=1.C([O-])([O-])=O.[K+].[K+]. Product: [C:1]([O:5][C:6]([N:8]1[CH2:13][CH2:12][CH:11]([O:14][C:15]2[CH:20]=[C:19]([O:29][C:28]3[C:23]([CH3:22])=[N:24][CH:25]=[CH:26][CH:27]=3)[N:18]=[CH:17][N:16]=2)[CH2:10][CH2:9]1)=[O:7])([CH3:4])([CH3:3])[CH3:2]. The catalyst class is: 3. (3) Reactant: Cl.[NH2:2][C@@H:3]1[C:12]2[C:7](=[CH:8][N:9]=[CH:10][CH:11]=2)[O:6][C@H:5]([C:13]2[CH:14]=[C:15]([CH:21]=[CH:22][CH:23]=2)[C:16]([O:18][CH2:19][CH3:20])=[O:17])[CH2:4]1.[F:24][C:25]1([F:40])[O:29][C:28]2[CH:30]=[CH:31][C:32]([C:34]3([C:37](O)=[O:38])[CH2:36][CH2:35]3)=[CH:33][C:27]=2[O:26]1.F[P-](F)(F)(F)(F)F.N1(OC(N(C)C)=[N+](C)C)C2N=CC=CC=2N=N1.C(N(CC)CC)C. Product: [F:40][C:25]1([F:24])[O:29][C:28]2[CH:30]=[CH:31][C:32]([C:34]3([C:37]([NH:2][C@@H:3]4[C:12]5[C:7](=[CH:8][N:9]=[CH:10][CH:11]=5)[O:6][C@H:5]([C:13]5[CH:14]=[C:15]([CH:21]=[CH:22][CH:23]=5)[C:16]([O:18][CH2:19][CH3:20])=[O:17])[CH2:4]4)=[O:38])[CH2:35][CH2:36]3)=[CH:33][C:27]=2[O:26]1. The catalyst class is: 54. (4) Reactant: [CH2:1]([NH:3][C:4]1[C:9]([CH:10]=O)=[CH:8][N:7]=[C:6]([S:12][CH3:13])[N:5]=1)[CH3:2].[CH3:14][O:15][C:16]1[CH:17]=[C:18]([CH:20]=[C:21]([O:23][CH3:24])[CH:22]=1)[NH2:19]. Product: [CH3:24][O:23][C:21]1[CH:20]=[C:18]([NH:19][CH2:10][C:9]2[C:4]([NH:3][CH2:1][CH3:2])=[N:5][C:6]([S:12][CH3:13])=[N:7][CH:8]=2)[CH:17]=[C:16]([O:15][CH3:14])[CH:22]=1. The catalyst class is: 15. (5) Reactant: [OH:1][CH2:2][CH:3]1[CH2:8][CH2:7][N:6]([C:9]([O:11][C:12]([CH3:15])([CH3:14])[CH3:13])=[O:10])[CH2:5][CH2:4]1.[H-].[Na+].Cl[C:19]1[CH:24]=[CH:23][N:22]=[CH:21][C:20]=1[N+:25]([O-:27])=[O:26]. Product: [N+:25]([C:20]1[CH:21]=[N:22][CH:23]=[CH:24][C:19]=1[O:1][CH2:2][CH:3]1[CH2:8][CH2:7][N:6]([C:9]([O:11][C:12]([CH3:15])([CH3:14])[CH3:13])=[O:10])[CH2:5][CH2:4]1)([O-:27])=[O:26]. The catalyst class is: 1. (6) The catalyst class is: 42. Reactant: Cl.[O:2]1[CH2:7][CH2:6][CH:5]([NH2:8])[CH2:4][CH2:3]1.C(N(CC)CC)C.ON1C2C=CC=CC=2N=N1.Cl.C(N=C=NCCCN(C)C)C.[CH3:38][C:39]1[CH:47]=[C:46]2[C:42]([CH:43]=[N:44][NH:45]2)=[CH:41][C:40]=1[C:48](O)=[O:49].C(=O)([O-])O.[Na+]. Product: [CH3:38][C:39]1[CH:47]=[C:46]2[C:42]([CH:43]=[N:44][NH:45]2)=[CH:41][C:40]=1[C:48]([NH:8][CH:5]1[CH2:6][CH2:7][O:2][CH2:3][CH2:4]1)=[O:49]. (7) Reactant: [CH2:1]([O:3][C:4]([N:6]1[C:14]2[C:9](=[CH:10][CH:11]=[C:12]([Cl:15])[CH:13]=2)/[C:8](=[CH:16]/[C:17]2[CH:22]=[CH:21][C:20]([Cl:23])=[CH:19][CH:18]=2)/[C:7]1=[O:24])=[O:5])[CH3:2].[Cl:25][C:26]1[CH:27]=[C:28]([CH:32]=[N:33][C:34]([O:36][Si](C)(C)C)=[CH2:35])[CH:29]=[CH:30][CH:31]=1. Product: [CH2:1]([O:3][C:4]([N:6]1[C:14]2[C:9](=[CH:10][CH:11]=[C:12]([Cl:15])[CH:13]=2)[C:8]2([CH:16]([C:17]3[CH:18]=[CH:19][C:20]([Cl:23])=[CH:21][CH:22]=3)[CH2:35][C:34](=[O:36])[NH:33][CH:32]2[C:28]2[CH:29]=[CH:30][CH:31]=[C:26]([Cl:25])[CH:27]=2)[C:7]1=[O:24])=[O:5])[CH3:2]. The catalyst class is: 11. (8) Reactant: [NH2:1][C:2]1[NH:6][N:5]=[C:4]([CH3:7])[C:3]=1[C:8]1[S:9][C:10]2[CH:16]=[C:15]([S:17](Cl)(=[O:19])=[O:18])[CH:14]=[CH:13][C:11]=2[N:12]=1.[CH3:21][N:22]([CH3:26])[CH2:23][CH2:24][NH2:25].CN1CCOCC1. Product: [CH3:21][N:22]([CH3:26])[CH2:23][CH2:24][NH:25][S:17]([C:15]1[CH:14]=[CH:13][C:11]2[N:12]=[C:8]([C:3]3[C:4]([CH3:7])=[N:5][NH:6][C:2]=3[NH2:1])[S:9][C:10]=2[CH:16]=1)(=[O:19])=[O:18]. The catalyst class is: 5. (9) Reactant: [C:1]([NH:4][C:5]1[S:6][C:7]([C:19]([O:21][CH2:22][CH3:23])=[O:20])=[C:8]([CH2:10][CH2:11][C:12]2[CH:17]=[CH:16][C:15]([NH2:18])=[CH:14][CH:13]=2)[N:9]=1)(=[O:3])[CH3:2].[C:24]([O:28][C:29](O[C:29]([O:28][C:24]([CH3:27])([CH3:26])[CH3:25])=[O:30])=[O:30])([CH3:27])([CH3:26])[CH3:25]. Product: [C:1]([NH:4][C:5]1[S:6][C:7]([C:19]([O:21][CH2:22][CH3:23])=[O:20])=[C:8]([CH2:10][CH2:11][C:12]2[CH:17]=[CH:16][C:15]([NH:18][C:29]([O:28][C:24]([CH3:27])([CH3:26])[CH3:25])=[O:30])=[CH:14][CH:13]=2)[N:9]=1)(=[O:3])[CH3:2]. The catalyst class is: 7. (10) Reactant: C[O:2][C:3](=[O:14])[CH2:4][CH2:5][CH2:6][C:7]1[CH:12]=[CH:11][C:10]([NH2:13])=[CH:9][CH:8]=1.CCN(CC)CC.[C:22]1([S:28](Cl)(=[O:30])=[O:29])[CH:27]=[CH:26][CH:25]=[CH:24][CH:23]=1.[NH4+].[Cl-].[Li+].[OH-].Cl. Product: [C:22]1([S:28]([NH:13][C:10]2[CH:11]=[CH:12][C:7]([CH2:6][CH2:5][CH2:4][C:3]([OH:2])=[O:14])=[CH:8][CH:9]=2)(=[O:30])=[O:29])[CH:27]=[CH:26][CH:25]=[CH:24][CH:23]=1. The catalyst class is: 2.